This data is from Catalyst prediction with 721,799 reactions and 888 catalyst types from USPTO. The task is: Predict which catalyst facilitates the given reaction. Reactant: [C:1]([NH:5][S:6]([C:9]1[CH:14]=[CH:13][CH:12]=[C:11]([C:15]2[N:23]3[C:18]([CH:19]=[N:20][C:21](O)=[N:22]3)=[CH:17][CH:16]=2)[CH:10]=1)(=[O:8])=[O:7])([CH3:4])([CH3:3])[CH3:2].C(N(CC)C(C)C)(C)C.[N-](S(C(F)(F)F)(=O)=O)S(C(F)(F)F)(=O)=O.[CH3:49][O:50][C:51]1[CH:56]=[C:55]([CH:57]2[CH2:62][CH2:61][N:60]([CH3:63])[CH2:59][CH2:58]2)[CH:54]=[CH:53][C:52]=1[NH2:64]. Product: [C:1]([NH:5][S:6]([C:9]1[CH:14]=[CH:13][CH:12]=[C:11]([C:15]2[N:23]3[C:18]([CH:19]=[N:20][C:21]([NH:64][C:52]4[CH:53]=[CH:54][C:55]([CH:57]5[CH2:58][CH2:59][N:60]([CH3:63])[CH2:61][CH2:62]5)=[CH:56][C:51]=4[O:50][CH3:49])=[N:22]3)=[CH:17][CH:16]=2)[CH:10]=1)(=[O:8])=[O:7])([CH3:3])([CH3:2])[CH3:4]. The catalyst class is: 3.